This data is from Full USPTO retrosynthesis dataset with 1.9M reactions from patents (1976-2016). The task is: Predict the reactants needed to synthesize the given product. (1) Given the product [CH3:1][O:2][C:3]([C:5]1[S:12][C:11]2[C:10]([CH:13]3[CH2:14][CH2:15][CH2:16][CH2:17][CH2:18]3)=[C:9]([C:19]3[CH:20]=[C:21]4[C:26](=[CH:27][CH:28]=3)[N:25]=[C:24]([C:29]3[S:33][C:32]([CH3:34])=[N:31][C:30]=3[CH3:35])[CH:23]=[CH:22]4)[NH:8][C:7]=2[CH:6]=1)=[O:4], predict the reactants needed to synthesize it. The reactants are: [CH3:1][O:2][C:3]([C:5]1[S:12][C:11]2[C:10]([C:13]3[CH2:18][CH2:17][CH2:16][CH2:15][CH:14]=3)=[C:9]([C:19]3[CH:20]=[C:21]4[C:26](=[CH:27][CH:28]=3)[N:25]=[C:24]([C:29]3[S:33][C:32]([CH3:34])=[N:31][C:30]=3[CH3:35])[CH:23]=[CH:22]4)[NH:8][C:7]=2[CH:6]=1)=[O:4].C([SiH](CC)CC)C.C(O)(C(F)(F)F)=O. (2) Given the product [O:14]1[CH2:19][CH2:18][CH2:17][CH:16]([NH:20][C:2]2[C:3]3[N:4]([CH:10]=[CH:11][CH:12]=3)[N:5]=[CH:6][C:7]=2[C:8]#[N:9])[CH2:15]1, predict the reactants needed to synthesize it. The reactants are: Cl[C:2]1[C:3]2[N:4]([CH:10]=[CH:11][CH:12]=2)[N:5]=[CH:6][C:7]=1[C:8]#[N:9].Cl.[O:14]1[CH2:19][CH2:18][CH2:17][CH:16]([NH2:20])[CH2:15]1.CCN(C(C)C)C(C)C. (3) Given the product [CH3:13][C:12]1[C:4]([CH2:3][C:2]2[NH:35][C:34]3[CH:33]=[CH:32][C:29]([C:30]#[N:31])=[CH:28][C:27]=3[N:26]=2)=[C:5]2[C:9](=[C:10]([CH3:14])[CH:11]=1)[N:8]([S:15]([C:18]1[CH:24]=[CH:23][C:21]([CH3:22])=[CH:20][CH:19]=1)(=[O:16])=[O:17])[CH:7]=[CH:6]2, predict the reactants needed to synthesize it. The reactants are: Br[C:2](Br)=[CH:3][C:4]1[C:12]([CH3:13])=[CH:11][C:10]([CH3:14])=[C:9]2[C:5]=1[CH:6]=[CH:7][N:8]2[S:15]([C:18]1[CH:24]=[CH:23][C:21]([CH3:22])=[CH:20][CH:19]=1)(=[O:17])=[O:16].[NH2:26][C:27]1[CH:28]=[C:29]([CH:32]=[CH:33][C:34]=1[NH2:35])[C:30]#[N:31].C1N2CCN(CC2)C1. (4) Given the product [CH3:20][O:21][C:22]1[C:33]([CH2:34][CH2:35][N:17]2[CH2:18][CH2:19][CH:14]([N:11]3[C:12]4[C:8](=[CH:7][CH:6]=[C:5]([C:3]([NH:2][CH3:1])=[O:4])[CH:13]=4)[CH:9]=[CH:10]3)[CH2:15][CH2:16]2)=[CH:32][C:25]2[N:26]([CH3:31])[C:27](=[O:30])[O:28][CH2:29][C:24]=2[CH:23]=1, predict the reactants needed to synthesize it. The reactants are: [CH3:1][NH:2][C:3]([C:5]1[CH:13]=[C:12]2[C:8]([CH:9]=[CH:10][N:11]2[CH:14]2[CH2:19][CH2:18][NH:17][CH2:16][CH2:15]2)=[CH:7][CH:6]=1)=[O:4].[CH3:20][O:21][C:22]1[C:33]([CH2:34][CH:35]=O)=[CH:32][C:25]2[N:26]([CH3:31])[C:27](=[O:30])[O:28][CH2:29][C:24]=2[CH:23]=1.C(O[BH-](OC(=O)C)OC(=O)C)(=O)C.[Na+].C(=O)(O)[O-].[Na+]. (5) Given the product [Br:1][C:2]1[CH:3]=[N:4][C:5]([S:8]([C:9]2[CH:10]=[CH:11][C:12]([NH:15][C:16]([NH:18][C:19](=[O:29])[C:20]3[CH:25]=[CH:24][CH:23]=[CH:22][C:21]=3[N+:26]([O-:28])=[O:27])=[O:17])=[CH:13][CH:14]=2)=[O:38])=[N:6][CH:7]=1, predict the reactants needed to synthesize it. The reactants are: [Br:1][C:2]1[CH:3]=[N:4][C:5]([S:8][C:9]2[CH:14]=[CH:13][C:12]([NH:15][C:16]([NH:18][C:19](=[O:29])[C:20]3[CH:25]=[CH:24][CH:23]=[CH:22][C:21]=3[N+:26]([O-:28])=[O:27])=[O:17])=[CH:11][CH:10]=2)=[N:6][CH:7]=1.C1C=C(Cl)C=C(C(OO)=[O:38])C=1.C([O-])([O-])=O.[Na+].[Na+]. (6) Given the product [ClH:1].[Cl:1][C:2]1[CH:7]=[C:6]([C:8]([N:10]2[CH2:11][CH2:12][N:13]([C:16]3[CH:21]=[CH:20][C:19]([CH3:22])=[CH:18][C:17]=3[CH3:23])[CH2:14][CH2:15]2)=[O:9])[CH:5]=[CH:4][C:3]=1[N:24]1[CH2:28][CH:27]([C:29]([N:31]2[CH2:36][CH2:35][N:34]([CH3:37])[CH2:33][CH2:32]2)=[O:30])[CH2:26][C:25]1=[O:38], predict the reactants needed to synthesize it. The reactants are: [Cl:1][C:2]1[CH:7]=[C:6]([C:8]([N:10]2[CH2:15][CH2:14][N:13]([C:16]3[CH:21]=[CH:20][C:19]([CH3:22])=[CH:18][C:17]=3[CH3:23])[CH2:12][CH2:11]2)=[O:9])[CH:5]=[CH:4][C:3]=1[N:24]1[CH2:28][CH:27]([C:29]([N:31]2[CH2:36][CH2:35][N:34]([CH3:37])[CH2:33][CH2:32]2)=[O:30])[CH2:26][C:25]1=[O:38].Cl.C(OCC)(=O)C. (7) The reactants are: [CH3:1][N:2]([CH2:4][CH2:5][OH:6])[CH3:3].[C:7]1([CH3:17])[CH:12]=[CH:11][C:10]([S:13](Cl)(=[O:15])=[O:14])=[CH:9][CH:8]=1.CCOCC. Given the product [CH3:17][C:7]1[CH:12]=[CH:11][C:10]([S:13]([O:6][CH2:5][CH2:4][N:2]([CH3:3])[CH3:1])(=[O:15])=[O:14])=[CH:9][CH:8]=1, predict the reactants needed to synthesize it.